From a dataset of Forward reaction prediction with 1.9M reactions from USPTO patents (1976-2016). Predict the product of the given reaction. (1) Given the reactants [F:1][C:2]1[CH:7]=[CH:6][C:5]([N:8]2[CH:12]=[C:11](B(O)O)[CH:10]=[N:9]2)=[CH:4][CH:3]=1.P([O-])([O-])([O-])=O.[K+].[K+].[K+].Br[C:25]1[N:29]2[CH:30]=[CH:31][CH:32]=[C:33]([O:34][CH2:35][C:36]3[C:41]([F:42])=[CH:40][CH:39]=[CH:38][C:37]=3[F:43])[C:28]2=[N:27][C:26]=1[CH3:44], predict the reaction product. The product is: [F:43][C:37]1[CH:38]=[CH:39][CH:40]=[C:41]([F:42])[C:36]=1[CH2:35][O:34][C:33]1[C:28]2[N:29]([C:25]([C:11]3[CH:10]=[N:9][N:8]([C:5]4[CH:6]=[CH:7][C:2]([F:1])=[CH:3][CH:4]=4)[CH:12]=3)=[C:26]([CH3:44])[N:27]=2)[CH:30]=[CH:31][CH:32]=1. (2) Given the reactants [Cl:1][C:2]1[CH:7]=[CH:6][C:5]([C:8]2([CH2:23][C:24]#[N:25])[CH2:13][CH2:12][C:11](B3OC(C)(C)C(C)(C)O3)=[CH:10][CH2:9]2)=[CH:4][CH:3]=1.Br[C:27]1[C:28]2[N:29]([N:33]=[C:34]([NH:36][C:37]3[CH:53]=[CH:52][C:40]([C:41]([N:43]([CH3:51])[CH:44]4[CH2:49][CH2:48][N:47]([CH3:50])[CH2:46][CH2:45]4)=[O:42])=[CH:39][CH:38]=3)[N:35]=2)[CH:30]=[CH:31][CH:32]=1.[O-]P([O-])([O-])=O.[K+].[K+].[K+], predict the reaction product. The product is: [Cl:1][C:2]1[CH:3]=[CH:4][C:5]([C:8]2([CH2:23][C:24]#[N:25])[CH2:13][CH2:12][C:11]([C:27]3[C:28]4[N:29]([N:33]=[C:34]([NH:36][C:37]5[CH:53]=[CH:52][C:40]([C:41]([N:43]([CH3:51])[CH:44]6[CH2:45][CH2:46][N:47]([CH3:50])[CH2:48][CH2:49]6)=[O:42])=[CH:39][CH:38]=5)[N:35]=4)[CH:30]=[CH:31][CH:32]=3)=[CH:10][CH2:9]2)=[CH:6][CH:7]=1. (3) Given the reactants [NH2:1][CH2:2][CH2:3][N:4]1[C:8]2[CH:9]=[C:10]([S:13][CH3:14])[CH:11]=[CH:12][C:7]=2[N:6]([C:15]([CH:17]2[CH2:22][CH:21]([CH3:23])[CH2:20][CH2:19][CH:18]2[CH:24]([CH3:26])[CH3:25])=[O:16])[C:5]1=[O:27].C(O)(C(F)(F)F)=[O:29].CS(C)=O, predict the reaction product. The product is: [NH2:1][CH2:2][CH2:3][N:4]1[C:8]2[CH:9]=[C:10]([S:13]([CH3:14])=[O:29])[CH:11]=[CH:12][C:7]=2[N:6]([C:15]([CH:17]2[CH2:22][CH:21]([CH3:23])[CH2:20][CH2:19][CH:18]2[CH:24]([CH3:26])[CH3:25])=[O:16])[C:5]1=[O:27]. (4) Given the reactants [CH3:1][O:2][C:3]1[CH:47]=[CH:46][CH:45]=[CH:44][C:4]=1[CH2:5][O:6][CH2:7][CH2:8][CH2:9][O:10][C:11]1[CH:16]=[CH:15][C:14]([CH:17]2[CH2:22][CH2:21][N:20]([C:23]([O:25][C:26]([CH3:29])([CH3:28])[CH3:27])=[O:24])[CH2:19][CH:18]2[O:30][CH2:31][CH2:32]OS(C2C=CC(C)=CC=2)(=O)=O)=[CH:13][CH:12]=1.[OH:48][C:49]1[CH:54]=[CH:53][CH:52]=[CH:51][C:50]=1[CH2:55][CH2:56][CH2:57][C:58]([NH:60][CH3:61])=[O:59], predict the reaction product. The product is: [CH3:1][O:2][C:3]1[CH:47]=[CH:46][CH:45]=[CH:44][C:4]=1[CH2:5][O:6][CH2:7][CH2:8][CH2:9][O:10][C:11]1[CH:12]=[CH:13][C:14]([CH:17]2[CH2:22][CH2:21][N:20]([C:23]([O:25][C:26]([CH3:29])([CH3:27])[CH3:28])=[O:24])[CH2:19][CH:18]2[O:30][CH2:31][CH2:32][O:48][C:49]2[CH:54]=[CH:53][CH:52]=[CH:51][C:50]=2[CH2:55][CH2:56][CH2:57][C:58](=[O:59])[NH:60][CH3:61])=[CH:15][CH:16]=1. (5) Given the reactants [Cl:1][C:2]1[CH:3]=[C:4]([N:10]2[C:14]([CH3:15])=[C:13]([O:16][C:17]3[CH:25]=[CH:24][C:20]([C:21](O)=[O:22])=[CH:19][CH:18]=3)[C:12]([CH3:26])=[N:11]2)[CH:5]=[CH:6][C:7]=1[C:8]#[N:9].ON1C2C=CC=CC=2N=N1.Cl.[NH2:38][C:39]([CH3:45])([CH3:44])[C:40]([O:42][CH3:43])=[O:41].Cl.CN(C)CCCN=C=NCC.Cl, predict the reaction product. The product is: [Cl:1][C:2]1[CH:3]=[C:4]([N:10]2[C:14]([CH3:15])=[C:13]([O:16][C:17]3[CH:18]=[CH:19][C:20]([C:21]([NH:38][C:39]([CH3:45])([CH3:44])[C:40]([O:42][CH3:43])=[O:41])=[O:22])=[CH:24][CH:25]=3)[C:12]([CH3:26])=[N:11]2)[CH:5]=[CH:6][C:7]=1[C:8]#[N:9]. (6) Given the reactants I[C:2]1[C:10]2[C:9]([NH2:11])=[N:8][CH:7]=[N:6][C:5]=2[N:4]([CH:12]2[CH2:17][CH2:16][O:15][CH2:14][CH2:13]2)[CH:3]=1.[CH3:18][NH:19][C:20]([NH:22][C:23]1[S:24][C:25]2[CH:31]=[C:30](B3OC(C)(C)C(C)(C)O3)[CH:29]=[CH:28][C:26]=2[N:27]=1)=[O:21].C([O-])([O-])=O.[Na+].[Na+], predict the reaction product. The product is: [NH2:11][C:9]1[C:10]2[C:2]([C:30]3[CH:29]=[CH:28][C:26]4[N:27]=[C:23]([NH:22][C:20]([NH:19][CH3:18])=[O:21])[S:24][C:25]=4[CH:31]=3)=[CH:3][N:4]([CH:12]3[CH2:17][CH2:16][O:15][CH2:14][CH2:13]3)[C:5]=2[N:6]=[CH:7][N:8]=1. (7) Given the reactants [Br:1][C:2]1[CH:7]=[CH:6][C:5](F)=[C:4]([N+:9]([O-:11])=[O:10])[CH:3]=1.[NH2:12][C:13]1[CH:14]=[C:15]([NH:26][C:27](=[O:29])[CH3:28])[CH:16]=[C:17]([C:19]2[C:24]([F:25])=[CH:23][CH:22]=[CH:21][N:20]=2)[CH:18]=1.[F-].[K+], predict the reaction product. The product is: [Br:1][C:2]1[CH:7]=[CH:6][C:5]([NH:12][C:13]2[CH:14]=[C:15]([NH:26][C:27](=[O:29])[CH3:28])[CH:16]=[C:17]([C:19]3[C:24]([F:25])=[CH:23][CH:22]=[CH:21][N:20]=3)[CH:18]=2)=[C:4]([N+:9]([O-:11])=[O:10])[CH:3]=1.